Predict which catalyst facilitates the given reaction. From a dataset of Catalyst prediction with 721,799 reactions and 888 catalyst types from USPTO. (1) Reactant: Cl[CH2:2][C:3]([C:5]1[CH:13]=[C:12]2[C:8]([CH:9]=[CH:10][N:11]2C(=O)C(C)(C)C)=[CH:7][CH:6]=1)=O.C([O-])(O)=O.[Na+].[CH3:25][NH:26][CH3:27].[H-].[H-].[H-].[H-].[Li+].[Al+3]. Product: [CH3:25][N:26]([CH2:2][CH2:3][C:5]1[CH:13]=[C:12]2[C:8]([CH:9]=[CH:10][NH:11]2)=[CH:7][CH:6]=1)[CH3:27]. The catalyst class is: 20. (2) Reactant: Br[C:2]1[N:6]2[N:7]=[CH:8][C:9]([C:11]([F:14])([F:13])[F:12])=[N:10][C:5]2=[N:4][CH:3]=1.[Cl:15][C:16]1[CH:17]=[C:18](B(O)O)[CH:19]=[CH:20][CH:21]=1.C([O-])([O-])=O.[Na+].[Na+]. Product: [Cl:15][C:16]1[CH:21]=[C:20]([C:2]2[N:6]3[N:7]=[CH:8][C:9]([C:11]([F:14])([F:13])[F:12])=[N:10][C:5]3=[N:4][CH:3]=2)[CH:19]=[CH:18][CH:17]=1. The catalyst class is: 276. (3) The catalyst class is: 9. Reactant: [F:1][C:2]([F:7])([F:6])[C:3]([OH:5])=[O:4].[C:8]([C:11]1[CH:16]=[CH:15][C:14]([NH:17][CH:18]([C:22]2[CH:27]=[CH:26][C:25]([O:28][CH2:29][CH2:30][N:31]([CH3:33])[CH3:32])=[C:24]([O:34][CH2:35][CH3:36])[CH:23]=2)[C:19]([OH:21])=O)=[CH:13][CH:12]=1)(=[NH:10])[NH2:9].O.ON1C2C=CC=CC=2N=N1.Cl.C(N=C=NCCCN(C)C)C.[N:60]1[CH:65]=[CH:64][CH:63]=[CH:62][C:61]=1[C:66]([NH:68][NH2:69])=[O:67]. Product: [F:1][C:2]([F:7])([F:6])[C:3]([OH:5])=[O:4].[CH3:33][N:31]([CH3:32])[CH2:30][CH2:29][O:28][C:25]1[CH:26]=[CH:27][C:22]([CH:18]([NH:17][C:14]2[CH:13]=[CH:12][C:11]([C:8]([NH2:9])=[NH:10])=[CH:16][CH:15]=2)[C:19](=[O:21])[NH:69][NH:68][C:66]([C:61]2[CH:62]=[CH:63][CH:64]=[CH:65][N:60]=2)=[O:67])=[CH:23][C:24]=1[O:34][CH2:35][CH3:36]. (4) Reactant: C(=O)([O-])O.[Na+].Cl.[NH2:7][OH:8].[F:9][C:10]1[C:15]([C:16]([F:19])([F:18])[F:17])=[CH:14][CH:13]=[CH:12][C:11]=1[C:20]1[CH:25]=[CH:24][N:23]=[C:22]([C:26]#[N:27])[CH:21]=1. Product: [F:9][C:10]1[C:15]([C:16]([F:19])([F:18])[F:17])=[CH:14][CH:13]=[CH:12][C:11]=1[C:20]1[CH:25]=[CH:24][N:23]=[C:22]([C:26](=[N:7][OH:8])[NH2:27])[CH:21]=1. The catalyst class is: 8. (5) Product: [OH:37][CH:34]1[CH2:33][CH2:32][N:31]([C:28]2[S:29][CH:30]=[C:26]([CH2:25][N:21]3[CH2:22][CH2:23][CH2:24][N:18]([C:17]4[C:8]([O:7][CH2:6][CH2:5][CH2:4][C:3]([OH:39])=[O:2])=[C:9]([CH3:38])[CH:10]=[C:11]5[C:16]=4[N:15]=[CH:14][CH:13]=[CH:12]5)[CH2:19][CH2:20]3)[N:27]=2)[CH2:36][CH2:35]1. Reactant: C[O:2][C:3](=[O:39])[CH2:4][CH2:5][CH2:6][O:7][C:8]1[C:17]([N:18]2[CH2:24][CH2:23][CH2:22][N:21]([CH2:25][C:26]3[N:27]=[C:28]([N:31]4[CH2:36][CH2:35][CH:34]([OH:37])[CH2:33][CH2:32]4)[S:29][CH:30]=3)[CH2:20][CH2:19]2)=[C:16]2[C:11]([CH:12]=[CH:13][CH:14]=[N:15]2)=[CH:10][C:9]=1[CH3:38].[OH-].[Na+].CO. The catalyst class is: 1.